From a dataset of Peptide-MHC class II binding affinity with 134,281 pairs from IEDB. Regression. Given a peptide amino acid sequence and an MHC pseudo amino acid sequence, predict their binding affinity value. This is MHC class II binding data. (1) The peptide sequence is EKKYFAATQFECLAA. The MHC is HLA-DQA10401-DQB10402 with pseudo-sequence HLA-DQA10401-DQB10402. The binding affinity (normalized) is 0.462. (2) The peptide sequence is SCFEIKCTKPEACSG. The MHC is DRB1_1302 with pseudo-sequence DRB1_1302. The binding affinity (normalized) is 0.184. (3) The peptide sequence is TATSASAGWDTVLQS. The MHC is HLA-DQA10301-DQB10302 with pseudo-sequence HLA-DQA10301-DQB10302. The binding affinity (normalized) is 0.217. (4) The peptide sequence is MRSMPFLRKTRWTFL. The MHC is HLA-DQA10501-DQB10303 with pseudo-sequence HLA-DQA10501-DQB10303. The binding affinity (normalized) is 0.164.